This data is from Peptide-MHC class II binding affinity with 134,281 pairs from IEDB. The task is: Regression. Given a peptide amino acid sequence and an MHC pseudo amino acid sequence, predict their binding affinity value. This is MHC class II binding data. (1) The peptide sequence is FELLNAPATVCGPKL. The MHC is DRB1_0101 with pseudo-sequence DRB1_0101. The binding affinity (normalized) is 1.00. (2) The peptide sequence is INRQILDNAAKYV. The MHC is HLA-DQA10101-DQB10501 with pseudo-sequence HLA-DQA10101-DQB10501. The binding affinity (normalized) is 0.195.